Dataset: Forward reaction prediction with 1.9M reactions from USPTO patents (1976-2016). Task: Predict the product of the given reaction. Given the reactants [NH2:1][C@H:2]([C:15]([O:17][C:18]([CH3:21])([CH3:20])[CH3:19])=[O:16])[CH2:3][CH2:4][CH2:5][CH2:6][NH:7][C:8]([O:10][C:11]([CH3:14])([CH3:13])[CH3:12])=[O:9].Cl.C(N(CC)CC)C.[O:30]=[C:31]1[N:35]([S:36](Cl)(=[O:38])=[O:37])[CH2:34][CH2:33][O:32]1.Cl, predict the reaction product. The product is: [C:11]([O:10][C:8]([NH:7][CH2:6][CH2:5][CH2:4][CH2:3][C@H:2]([NH:1][S:36]([N:35]1[CH2:34][CH2:33][O:32][C:31]1=[O:30])(=[O:38])=[O:37])[C:15]([O:17][C:18]([CH3:21])([CH3:20])[CH3:19])=[O:16])=[O:9])([CH3:12])([CH3:13])[CH3:14].